Task: Predict the product of the given reaction.. Dataset: Forward reaction prediction with 1.9M reactions from USPTO patents (1976-2016) (1) Given the reactants [CH3:1][C:2]1[NH:13][C:12]2[C:7](=[CH:8][CH:9]=[CH:10][CH:11]=2)[C:3]=1[CH2:4][CH2:5][NH2:6].[CH3:14][O:15][C:16](=[O:27])/[CH:17]=[CH:18]/[C:19]1[CH:24]=[CH:23][C:22]([CH:25]=O)=[CH:21][CH:20]=1.[BH4-].[Na+].[ClH:30], predict the reaction product. The product is: [ClH:30].[CH3:14][O:15][C:16](=[O:27])/[CH:17]=[CH:18]/[C:19]1[CH:20]=[CH:21][C:22]([CH2:25][NH:6][CH2:5][CH2:4][C:3]2[C:7]3[C:12](=[CH:11][CH:10]=[CH:9][CH:8]=3)[NH:13][C:2]=2[CH3:1])=[CH:23][CH:24]=1. (2) Given the reactants C(O)(C(F)(F)F)=O.[CH:8]([O:11][C:12](=[O:36])[C:13]1[CH:18]=[C:17]([C:19]#[N:20])[C:16]([N:21]2[CH2:26][CH2:25][CH:24]([C:27]([O:29]C(C)(C)C)=[O:28])[CH2:23][CH2:22]2)=[N:15][C:14]=1[C:34]#[N:35])([CH3:10])[CH3:9], predict the reaction product. The product is: [C:19]([C:17]1[C:16]([N:21]2[CH2:22][CH2:23][CH:24]([C:27]([OH:29])=[O:28])[CH2:25][CH2:26]2)=[N:15][C:14]([C:34]#[N:35])=[C:13]([C:12]([O:11][CH:8]([CH3:10])[CH3:9])=[O:36])[CH:18]=1)#[N:20]. (3) The product is: [C:39](=[O:40])([O:41][CH3:42])[O:35][CH:34]([C:33]1[CH:32]=[CH:31][C:30]([O:29][CH2:22][C:23]2[CH:24]=[CH:25][CH:26]=[CH:27][CH:28]=2)=[CH:37][CH:36]=1)[Sn:13]([CH2:9][CH2:10][CH2:11][CH3:12])([CH2:14][CH2:15][CH2:16][CH3:17])[CH2:18][CH2:19][CH2:20][CH3:21]. Given the reactants C([N-]C(C)C)(C)C.[Li+].[CH2:9]([SnH:13]([CH2:18][CH2:19][CH2:20][CH3:21])[CH2:14][CH2:15][CH2:16][CH3:17])[CH2:10][CH2:11][CH3:12].[CH2:22]([O:29][C:30]1[CH:37]=[CH:36][C:33]([CH:34]=[O:35])=[CH:32][CH:31]=1)[C:23]1[CH:28]=[CH:27][CH:26]=[CH:25][CH:24]=1.Cl[C:39]([O:41][CH3:42])=[O:40], predict the reaction product. (4) The product is: [Cl:31][C:28]1[CH:27]=[CH:26][C:25]([C:20]2([C:18]3[CH:19]=[C:14]4[C:15](=[CH:16][CH:17]=3)[NH:32][C:33](=[O:35])[CH:34]=[C:12]4[C:11]3[CH:36]=[CH:37][CH:38]=[C:9]([O:8][CH3:7])[CH:10]=3)[O:21][CH2:22][CH2:23][O:24]2)=[CH:30][CH:29]=1. Given the reactants CC(C)([O-])C.[K+].[CH3:7][O:8][C:9]1[CH:10]=[C:11]([CH:36]=[CH:37][CH:38]=1)[C:12]([C:14]1[CH:19]=[C:18]([C:20]2([C:25]3[CH:30]=[CH:29][C:28]([Cl:31])=[CH:27][CH:26]=3)[O:24][CH2:23][CH2:22][O:21]2)[CH:17]=[CH:16][C:15]=1[NH:32][C:33](=[O:35])[CH3:34])=O, predict the reaction product. (5) The product is: [CH2:1]([O:8][C:9]1[CH:10]=[C:11]2[C:16](=[CH:17][CH:18]=1)[N:15]([CH:19]1[CH2:24][CH2:23][S:22](=[O:39])[CH2:21][CH2:20]1)[C:14](=[O:25])[N:13]([CH2:26][C:27]1[CH:32]=[CH:31][C:30]([O:33][CH3:34])=[C:29]([O:35][CH3:36])[CH:28]=1)[C:12]2=[O:37])[C:2]1[CH:7]=[CH:6][CH:5]=[CH:4][CH:3]=1. Given the reactants [CH2:1]([O:8][C:9]1[CH:10]=[C:11]2[C:16](=[CH:17][CH:18]=1)[N:15]([CH:19]1[CH2:24][CH2:23][S:22][CH2:21][CH2:20]1)[C:14](=[O:25])[N:13]([CH2:26][C:27]1[CH:32]=[CH:31][C:30]([O:33][CH3:34])=[C:29]([O:35][CH3:36])[CH:28]=1)[C:12]2=[O:37])[C:2]1[CH:7]=[CH:6][CH:5]=[CH:4][CH:3]=1.I([O-])(=O)(=O)=[O:39].[Na+], predict the reaction product.